This data is from CYP1A2 inhibition data for predicting drug metabolism from PubChem BioAssay. The task is: Regression/Classification. Given a drug SMILES string, predict its absorption, distribution, metabolism, or excretion properties. Task type varies by dataset: regression for continuous measurements (e.g., permeability, clearance, half-life) or binary classification for categorical outcomes (e.g., BBB penetration, CYP inhibition). Dataset: cyp1a2_veith. (1) The compound is NC(=O)NCCS[C@H]1CCCC[C@@H]1O. The result is 0 (non-inhibitor). (2) The compound is CCCNc1c(F)c(F)c2c(C)c3ccccc3nc2c1F. The result is 1 (inhibitor). (3) The drug is Cc1cccc(N(CC(=O)NC2CCCC2)C(=O)c2cc3cc4cccc(C)c4nc3s2)c1C. The result is 0 (non-inhibitor). (4) The molecule is C[Si](C)(c1ccc(C(=O)O)cc1)c1ccc(C(=O)O)cc1. The result is 0 (non-inhibitor). (5) The compound is Fc1cccc(F)c1C(Nc1nncs1)Nc1nncs1. The result is 0 (non-inhibitor).